From a dataset of Reaction yield outcomes from USPTO patents with 853,638 reactions. Predict the reaction yield, written as a fraction of the theoretical maximum amount of product (1.0 means a 100% yield; for example, 0.34 means a 34% yield). (1) The reactants are C(NC1C=CC(C2C=C3C(CN([C@@H](C(C)C)C(OC)=O)C3=O)=CC=2)=CC=1)(=O)C1C=CC=CC=1.[NH2:34][C:35]1[CH:40]=[CH:39][C:38]([C:41]2[CH:49]=[C:48]3[C:44]([CH2:45][N:46]([C@@H:51]([CH:56]([CH3:58])[CH3:57])[C:52]([O:54][CH3:55])=[O:53])[C:47]3=[O:50])=[CH:43][CH:42]=2)=[CH:37][CH:36]=1.[CH3:59][O:60][C:61]1[CH:62]=[C:63]([CH:67]=[C:68]([O:72][CH3:73])[C:69]=1[O:70][CH3:71])[C:64](Cl)=[O:65]. No catalyst specified. The product is [CH3:57][CH:56]([CH3:58])[C@H:51]([N:46]1[CH2:45][C:44]2[C:48](=[CH:49][C:41]([C:38]3[CH:37]=[CH:36][C:35]([NH:34][C:64](=[O:65])[C:63]4[CH:62]=[C:61]([O:60][CH3:59])[C:69]([O:70][CH3:71])=[C:68]([O:72][CH3:73])[CH:67]=4)=[CH:40][CH:39]=3)=[CH:42][CH:43]=2)[C:47]1=[O:50])[C:52]([O:54][CH3:55])=[O:53]. The yield is 0.890. (2) The reactants are [OH:1][C:2]1[CH:3]=[C:4]([C:8]2[N:17]=[C:16]([NH:18][C:19]3[CH:20]=[C:21]4[C:25](=[CH:26][CH:27]=3)[N:24]([C:28]([O:30][C:31]([CH3:34])([CH3:33])[CH3:32])=[O:29])[N:23]=[CH:22]4)[C:15]3[C:10](=[CH:11][CH:12]=[CH:13][CH:14]=3)[N:9]=2)[CH:5]=[CH:6][CH:7]=1.[CH:35]([NH:38][C:39](=[O:42])[CH2:40]Br)([CH3:37])[CH3:36].C([O-])([O-])=O.[K+].[K+]. The catalyst is CN(C=O)C. The product is [CH:35]([NH:38][C:39](=[O:42])[CH2:40][O:1][C:2]1[CH:3]=[C:4]([C:8]2[N:17]=[C:16]([NH:18][C:19]3[CH:20]=[C:21]4[C:25](=[CH:26][CH:27]=3)[N:24]([C:28]([O:30][C:31]([CH3:34])([CH3:33])[CH3:32])=[O:29])[N:23]=[CH:22]4)[C:15]3[C:10](=[CH:11][CH:12]=[CH:13][CH:14]=3)[N:9]=2)[CH:5]=[CH:6][CH:7]=1)([CH3:37])[CH3:36]. The yield is 0.450.